This data is from Forward reaction prediction with 1.9M reactions from USPTO patents (1976-2016). The task is: Predict the product of the given reaction. (1) Given the reactants [C:1]1([N:7]=[C:8]=S)[CH:6]=[CH:5][CH:4]=[CH:3][CH:2]=1.[NH:10]([C:12]1[N:17]([CH2:18][CH:19]([CH3:21])[CH3:20])[C:16](=[O:22])[N:15]([CH3:23])[C:14](=[O:24])[CH:13]=1)[NH2:11], predict the reaction product. The product is: [CH2:18]([N:17]1[C:12]2=[N:10][NH:11][C:8]([NH:7][C:1]3[CH:6]=[CH:5][CH:4]=[CH:3][CH:2]=3)=[C:13]2[C:14](=[O:24])[N:15]([CH3:23])[C:16]1=[O:22])[CH:19]([CH3:21])[CH3:20]. (2) Given the reactants [CH2:1]([N:8]1[CH2:12][C@H:11]([OH:13])[C@H:10]([OH:14])[CH2:9]1)[C:2]1[CH:7]=[CH:6][CH:5]=[CH:4][CH:3]=1.CS(O[CH2:20][CH2:21][CH2:22][CH2:23][CH2:24][CH2:25][CH2:26][CH2:27]/[CH:28]=[CH:29]\[CH2:30]/[CH:31]=[CH:32]\[CH2:33][CH2:34][CH2:35][CH2:36][CH3:37])(=O)=O, predict the reaction product. The product is: [CH2:1]([N:8]1[CH2:12][C@@H:11]([O:13][CH2:20][CH2:21][CH2:22][CH2:23][CH2:24][CH2:25][CH2:26][CH2:27]/[CH:28]=[CH:29]\[CH2:30]/[CH:31]=[CH:32]\[CH2:33][CH2:34][CH2:35][CH2:36][CH3:37])[C@H:10]([O:14][CH2:20][CH2:21][CH2:22][CH2:23][CH2:24][CH2:25][CH2:26][CH2:27]/[CH:28]=[CH:29]\[CH2:30]/[CH:31]=[CH:32]\[CH2:33][CH2:34][CH2:35][CH2:36][CH3:37])[CH2:9]1)[C:2]1[CH:3]=[CH:4][CH:5]=[CH:6][CH:7]=1. (3) Given the reactants [CH3:1][O:2][C:3]1[CH:8]=[C:7]([NH:9][C:10]2[C:11]3[CH:18]=[C:17]([C:19]4[CH:24]=[CH:23][C:22]([CH2:25]O)=[CH:21][CH:20]=4)[NH:16][C:12]=3[N:13]=[CH:14][N:15]=2)[CH:6]=[CH:5][N:4]=1.O=S(Cl)[Cl:29], predict the reaction product. The product is: [CH3:1][O:2][C:3]1[CH:8]=[C:7]([NH:9][C:10]2[C:11]3[CH:18]=[C:17]([C:19]4[CH:24]=[CH:23][C:22]([CH2:25][Cl:29])=[CH:21][CH:20]=4)[NH:16][C:12]=3[N:13]=[CH:14][N:15]=2)[CH:6]=[CH:5][N:4]=1.